Predict which catalyst facilitates the given reaction. From a dataset of Catalyst prediction with 721,799 reactions and 888 catalyst types from USPTO. (1) Reactant: [CH:1]1([CH2:4][OH:5])[CH2:3][CH2:2]1.[H-].[Na+].Cl[C:9]1[CH:10]=[CH:11][C:12]([C:15]#[N:16])=[N:13][CH:14]=1. Product: [CH:1]1([CH2:4][O:5][C:9]2[CH:10]=[CH:11][C:12]([C:15]#[N:16])=[N:13][CH:14]=2)[CH2:3][CH2:2]1. The catalyst class is: 18. (2) Reactant: [CH3:1][C:2]1[N:7]2[CH:8]=[C:9]([NH:11][C:12]([C:14]3[CH:19]=[CH:18][C:17]([C:20]4([C:24]([O:26]C)=[O:25])[CH2:23][CH2:22][CH2:21]4)=[CH:16][CH:15]=3)=[O:13])[N:10]=[C:6]2[CH:5]=[CH:4][CH:3]=1.[OH-].[K+]. Product: [CH3:1][C:2]1[N:7]2[CH:8]=[C:9]([NH:11][C:12]([C:14]3[CH:19]=[CH:18][C:17]([C:20]4([C:24]([OH:26])=[O:25])[CH2:23][CH2:22][CH2:21]4)=[CH:16][CH:15]=3)=[O:13])[N:10]=[C:6]2[CH:5]=[CH:4][CH:3]=1. The catalyst class is: 214. (3) Product: [Cl:1][C:2]1[CH:3]=[C:4]([C:12]2[O:16][N:15]=[C:14]([C:17]3[CH:22]=[CH:21][C:20]([O:23][CH2:33][C:34]([O:36][CH2:37][CH3:38])=[O:35])=[CH:19][C:18]=3[CH2:24][CH3:25])[N:13]=2)[CH:5]=[CH:6][C:7]=1[O:8][CH:9]([CH3:10])[CH3:11]. The catalyst class is: 42. Reactant: [Cl:1][C:2]1[CH:3]=[C:4]([C:12]2[O:16][N:15]=[C:14]([C:17]3[CH:22]=[CH:21][C:20]([OH:23])=[CH:19][C:18]=3[CH2:24][CH3:25])[N:13]=2)[CH:5]=[CH:6][C:7]=1[O:8][CH:9]([CH3:11])[CH3:10].C(=O)([O-])[O-].[K+].[K+].Br[CH2:33][C:34]([O:36][CH2:37][CH3:38])=[O:35]. (4) Reactant: [NH:1]1[CH:5]=[N:4][CH:3]=[N:2]1.P(Cl)(Cl)(Cl)=O.[NH2:11][C:12]1[NH:13][C:14](=O)[C:15]2[N:21]=[C:20]([Cl:22])[CH:19]=[CH:18][C:16]=2[N:17]=1.CCN(C(C)C)C(C)C. Product: [Cl:22][C:20]1[CH:19]=[CH:18][C:16]2[N:17]=[C:12]([NH2:11])[N:13]=[C:14]([N:1]3[CH:5]=[N:4][CH:3]=[N:2]3)[C:15]=2[N:21]=1. The catalyst class is: 10. (5) Reactant: Cl[C:2]1[CH:7]=[C:6]([Cl:8])[N:5]=[CH:4][N:3]=1.[CH2:9]([NH2:12])[CH:10]=[CH2:11]. Product: [CH2:9]([NH:12][C:2]1[CH:7]=[C:6]([Cl:8])[N:5]=[CH:4][N:3]=1)[CH:10]=[CH2:11]. The catalyst class is: 1. (6) Reactant: C(OC([N:8]1[CH2:11][CH:10]([NH:12][C:13]2[CH:14]=[C:15]3[C:24](=[CH:25][C:26]=2[C:27]2[CH:32]=[CH:31][CH:30]=[CH:29][CH:28]=2)[O:23][CH2:22][C:21]2[N:16]3[C@H:17]([CH3:34])[C:18](=[O:33])[NH:19][N:20]=2)[CH2:9]1)=O)(C)(C)C.[C:35]([OH:41])([C:37]([F:40])([F:39])[F:38])=[O:36]. Product: [F:38][C:37]([F:40])([F:39])[C:35]([OH:41])=[O:36].[NH:8]1[CH2:9][CH:10]([NH:12][C:13]2[CH:14]=[C:15]3[C:24](=[CH:25][C:26]=2[C:27]2[CH:32]=[CH:31][CH:30]=[CH:29][CH:28]=2)[O:23][CH2:22][C:21]2[N:16]3[C@H:17]([CH3:34])[C:18](=[O:33])[NH:19][N:20]=2)[CH2:11]1. The catalyst class is: 2. (7) Reactant: [I:1][C:2]1[CH:26]=[CH:25][C:5]([C:6]([N:8]([CH2:15][CH2:16][C:17]2[CH:22]=[CH:21][CH:20]=[C:19]([O:23][CH3:24])[CH:18]=2)[C:9]2[CH:14]=[CH:13][CH:12]=[CH:11][CH:10]=2)=O)=[CH:4][CH:3]=1.C(Cl)Cl. Product: [I:1][C:2]1[CH:26]=[CH:25][C:5]([CH:6]2[C:22]3[C:17](=[CH:18][C:19]([O:23][CH3:24])=[CH:20][CH:21]=3)[CH2:16][CH2:15][N:8]2[C:9]2[CH:14]=[CH:13][CH:12]=[CH:11][CH:10]=2)=[CH:4][CH:3]=1. The catalyst class is: 61. (8) Reactant: C[O:2][C:3](=[O:41])[CH2:4][O:5][C:6]1[CH:11]=[CH:10][C:9]([C:12]2[CH:13]=[C:14]3[C:18](=[CH:19][CH:20]=2)[N:17]([CH2:21][C:22]2[CH:27]=[CH:26][CH:25]=[CH:24][CH:23]=2)[C:16]([C:28]2[CH:33]=[CH:32][CH:31]=[CH:30][CH:29]=2)=[C:15]3[CH2:34][C:35]2[CH:40]=[CH:39][CH:38]=[CH:37][CH:36]=2)=[CH:8][CH:7]=1.[OH-].[K+]. Product: [CH2:21]([N:17]1[C:18]2[C:14](=[CH:13][C:12]([C:9]3[CH:10]=[CH:11][C:6]([O:5][CH2:4][C:3]([OH:41])=[O:2])=[CH:7][CH:8]=3)=[CH:20][CH:19]=2)[C:15]([CH2:34][C:35]2[CH:36]=[CH:37][CH:38]=[CH:39][CH:40]=2)=[C:16]1[C:28]1[CH:33]=[CH:32][CH:31]=[CH:30][CH:29]=1)[C:22]1[CH:23]=[CH:24][CH:25]=[CH:26][CH:27]=1. The catalyst class is: 36. (9) Reactant: C1(P(C2C=CC=CC=2)C2C=CC=CC=2)C=CC=CC=1.[C:20]([O:24][C:25](=[O:36])[C@H:26]([CH2:28][C:29]1[CH:34]=[CH:33][C:32]([OH:35])=[CH:31][CH:30]=1)[NH2:27])([CH3:23])([CH3:22])[CH3:21].N(/C(OC(C)C)=O)=N\C(OC(C)C)=O.[CH3:51][N:52]([CH:54](O)[CH2:55][CH3:56])[CH3:53]. Product: [CH3:51][N:52]([CH3:53])[CH2:54][CH2:55][CH2:56][O:35][C:32]1[CH:33]=[CH:34][C:29]([CH2:28][C@@H:26]([C:25]([O:24][C:20]([CH3:23])([CH3:21])[CH3:22])=[O:36])[NH2:27])=[CH:30][CH:31]=1. The catalyst class is: 1.